This data is from Catalyst prediction with 721,799 reactions and 888 catalyst types from USPTO. The task is: Predict which catalyst facilitates the given reaction. (1) Reactant: [CH3:1][O:2][C:3](=[O:19])[C:4]1[CH:9]=[CH:8][C:7]([CH2:10]P(OCC)(OCC)=O)=[CH:6][CH:5]=1.C[Si]([N-][Si](C)(C)C)(C)C.[Li+].[CH3:30][C:31]1([CH3:49])[C:40]2[C:35](=[CH:36][C:37]([CH:41]([CH2:44][CH2:45][CH2:46][CH2:47][CH3:48])[CH:42]=O)=[CH:38][CH:39]=2)[O:34][CH2:33][CH2:32]1. Product: [CH3:1][O:2][C:3](=[O:19])[C:4]1[CH:5]=[CH:6][C:7]([CH:10]=[CH:42][CH:41]([C:37]2[CH:36]=[C:35]3[C:40]([C:31]([CH3:49])([CH3:30])[CH2:32][CH2:33][O:34]3)=[CH:39][CH:38]=2)[CH2:44][CH2:45][CH2:46][CH2:47][CH3:48])=[CH:8][CH:9]=1. The catalyst class is: 1. (2) Reactant: [CH2:1]([C:4]1[C:5]2[CH:6]=[CH:7][C:8]([O:27][CH3:28])=[C:9]([O:25][CH3:26])[C:10]=2[CH2:11][NH+:12]2[CH2:21][CH2:20][C:19]3[C:14](=[CH:15][C:16]4[O:24][CH2:23][O:22][C:17]=4[CH:18]=3)[C:13]=12)[CH:2]=[CH2:3].[Br-].[C:30]([Mg]Br)([CH3:32])=[CH2:31].O1CCCC1. Product: [CH2:1]([C:4]1[C:5]2[CH:6]=[CH:7][C:8]([O:27][CH3:28])=[C:9]([O:25][CH3:26])[C:10]=2[CH:11]([C:30]([CH3:32])=[CH2:31])[N:12]2[CH2:21][CH2:20][C:19]3[C:14](=[CH:15][C:16]4[O:24][CH2:23][O:22][C:17]=4[CH:18]=3)[C:13]=12)[CH:2]=[CH2:3]. The catalyst class is: 27.